From a dataset of Full USPTO retrosynthesis dataset with 1.9M reactions from patents (1976-2016). Predict the reactants needed to synthesize the given product. (1) Given the product [N:1]1([C:7]2[CH:12]=[CH:11][C:10]([NH:13][C:14]([C:16]3[CH:25]=[C:24]([O:26][CH2:37][O:36][CH2:35][CH2:34][Si:33]([CH3:40])([CH3:39])[CH3:32])[C:23]4[C:18](=[C:19]([Br:29])[CH:20]=[C:21]([O:27][CH3:28])[CH:22]=4)[N:17]=3)=[O:15])=[CH:9][CH:8]=2)[CH2:6][CH2:5][O:4][CH2:3][CH2:2]1, predict the reactants needed to synthesize it. The reactants are: [N:1]1([C:7]2[CH:12]=[CH:11][C:10]([NH:13][C:14]([C:16]3[NH:17][C:18]4[C:23]([C:24](=[O:26])[CH:25]=3)=[CH:22][C:21]([O:27][CH3:28])=[CH:20][C:19]=4[Br:29])=[O:15])=[CH:9][CH:8]=2)[CH2:6][CH2:5][O:4][CH2:3][CH2:2]1.[H-].[Na+].[CH3:32][Si:33]([CH3:40])([CH3:39])[CH2:34][CH2:35][O:36][CH2:37]Cl.O. (2) The reactants are: [CH:1]1([C@H:7]([NH:12][C:13]([C@@H:15]([NH:20][C:21]([C@@H:23]2[CH2:28][C@@H:27]3[CH2:29][C@H:24]2[C:25](=[O:30])[O:26]3)=[O:22])[C:16]([CH3:19])([CH3:18])[CH3:17])=[O:14])[C:8]([NH:10][CH3:11])=[O:9])[CH2:6][CH2:5][CH2:4][CH2:3][CH2:2]1.[Li+].[OH-].Cl.[CH2:34]([O:36][C:37]([C:39]1([NH2:44])[CH2:41][CH:40]1[CH:42]=[CH2:43])=[O:38])[CH3:35].CCN(C(C)C)C(C)C.CN(C(ON1N=NC2C=CC=NC1=2)=[N+](C)C)C.F[P-](F)(F)(F)(F)F. Given the product [CH2:34]([O:36][C:37]([C@@:39]1([NH:44][C:25]([C@@H:24]2[CH2:29][C@H:27]([OH:26])[CH2:28][C@H:23]2[C:21]([NH:20][C@H:15]([C:13]([NH:12][C@@H:7]([CH:1]2[CH2:2][CH2:3][CH2:4][CH2:5][CH2:6]2)[C:8]([NH:10][CH3:11])=[O:9])=[O:14])[C:16]([CH3:19])([CH3:17])[CH3:18])=[O:22])=[O:30])[CH2:41][CH:40]1[CH:42]=[CH2:43])=[O:38])[CH3:35], predict the reactants needed to synthesize it. (3) Given the product [C:1]([O:5][C:6](=[O:49])[NH:7][CH:8]([C:21](=[O:48])[N:22]([CH:34]([C:36]1[NH:37][CH:38]=[C:39]([C:41]2[CH:46]=[CH:45][CH:44]=[CH:43][C:42]=2[C:50]#[N:51])[N:40]=1)[CH3:35])[CH2:23][C:24]1[CH:29]=[CH:28][C:27]([O:30][CH3:31])=[C:26]([O:32][CH3:33])[CH:25]=1)[CH2:9][C:10]1[C:15]([CH3:16])=[CH:14][C:13]([C:17](=[O:19])[NH2:18])=[CH:12][C:11]=1[CH3:20])([CH3:4])([CH3:3])[CH3:2], predict the reactants needed to synthesize it. The reactants are: [C:1]([O:5][C:6](=[O:49])[NH:7][CH:8]([C:21](=[O:48])[N:22]([CH:34]([C:36]1[NH:37][CH:38]=[C:39]([C:41]2[CH:46]=[CH:45][CH:44]=[CH:43][C:42]=2Br)[N:40]=1)[CH3:35])[CH2:23][C:24]1[CH:29]=[CH:28][C:27]([O:30][CH3:31])=[C:26]([O:32][CH3:33])[CH:25]=1)[CH2:9][C:10]1[C:15]([CH3:16])=[CH:14][C:13]([C:17](=[O:19])[NH2:18])=[CH:12][C:11]=1[CH3:20])([CH3:4])([CH3:3])[CH3:2].[CH3:50][N:51](C=O)C. (4) Given the product [CH3:35][O:37][C:24]1[CH:23]=[C:22]([CH:27]=[CH:26][CH:25]=1)[CH2:21][N:8]1[CH2:9][C:5]2[C:4]([NH:10][C:11]3[CH:12]=[N:13][C:14]4[C:19]([CH:20]=3)=[CH:18][CH:17]=[CH:16][CH:15]=4)=[N:3][CH:2]=[N:1][C:6]=2[CH2:7]1, predict the reactants needed to synthesize it. The reactants are: [N:1]1[C:6]2[CH2:7][NH:8][CH2:9][C:5]=2[C:4]([NH:10][C:11]2[CH:12]=[N:13][C:14]3[C:19]([CH:20]=2)=[CH:18][CH:17]=[CH:16][CH:15]=3)=[N:3][CH:2]=1.[CH:21](=O)[C:22]1[CH:27]=[CH:26][CH:25]=[CH:24][CH:23]=1.ClCCCl.CO.[C:35](O[BH-](OC(=O)C)OC(=O)C)(=[O:37])C.[Na+]. (5) Given the product [CH:1]1([NH:4][C:5](=[O:31])[C:6]2[CH:11]=[C:10]([F:12])[C:9]([CH3:13])=[C:8]([C:14]3[CH:15]=[C:16]4[C:21](=[CH:22][CH:23]=3)[C:20](=[O:24])[N:19]([CH2:25][CH:26]3[CH2:27][CH2:28]3)[CH:18]=[C:17]4[CH2:29][N:44]3[CH2:45][CH2:46][CH:41]([NH:33][CH3:32])[CH2:42][CH2:43]3)[CH:7]=2)[CH2:3][CH2:2]1, predict the reactants needed to synthesize it. The reactants are: [CH:1]1([NH:4][C:5](=[O:31])[C:6]2[CH:11]=[C:10]([F:12])[C:9]([CH3:13])=[C:8]([C:14]3[CH:15]=[C:16]4[C:21](=[CH:22][CH:23]=3)[C:20](=[O:24])[N:19]([CH2:25][CH:26]3[CH2:28][CH2:27]3)[CH:18]=[C:17]4[CH:29]=O)[CH:7]=2)[CH2:3][CH2:2]1.[CH3:32][N:33]([CH:41]1[CH2:46][CH2:45][NH:44][CH2:43][CH2:42]1)C(=O)OC(C)(C)C.C(O[BH-](OC(=O)C)OC(=O)C)(=O)C.[Na+]. (6) Given the product [F:1][C:2]1[CH:3]=[C:4]([C:8]2[C:9]([C:20](=[O:21])[CH3:26])=[CH:10][C:11]([CH:18]=[CH2:19])=[C:12]3[C:17]=2[N:16]=[CH:15][CH:14]=[CH:13]3)[CH:5]=[CH:6][CH:7]=1, predict the reactants needed to synthesize it. The reactants are: [F:1][C:2]1[CH:3]=[C:4]([C:8]2[C:9]([C:20](N(OC)C)=[O:21])=[CH:10][C:11]([CH:18]=[CH2:19])=[C:12]3[C:17]=2[N:16]=[CH:15][CH:14]=[CH:13]3)[CH:5]=[CH:6][CH:7]=1.[CH3:26][Mg]Br. (7) The reactants are: C([O:3][C:4]([CH:6]1[CH2:11][N:10]([CH3:12])[CH2:9][CH2:8][N:7]1[CH3:13])=[O:5])C.[OH-].[Na+].Cl.CCOCC. Given the product [CH3:13][N:7]1[CH2:8][CH2:9][N:10]([CH3:12])[CH2:11][CH:6]1[C:4]([OH:5])=[O:3], predict the reactants needed to synthesize it. (8) Given the product [C:22]([O:26][C:27]([NH:29][C@@H:30]1[CH2:35][CH2:34][CH2:33][CH2:32][C@@H:31]1[NH:36][C:10]1[C:9]2[C:4](=[CH:5][CH:6]=[C:7]([O:13][CH3:14])[CH:8]=2)[N:3]=[C:2]([Cl:1])[N:11]=1)=[O:28])([CH3:25])([CH3:23])[CH3:24], predict the reactants needed to synthesize it. The reactants are: [Cl:1][C:2]1[N:11]=[C:10](Cl)[C:9]2[C:4](=[CH:5][CH:6]=[C:7]([O:13][CH3:14])[CH:8]=2)[N:3]=1.C(N(CC)CC)C.[C:22]([O:26][C:27]([NH:29][C@@H:30]1[CH2:35][CH2:34][CH2:33][CH2:32][C@@H:31]1[NH2:36])=[O:28])([CH3:25])([CH3:24])[CH3:23]. (9) Given the product [ClH:25].[Cl:25][C:22]1[CH:23]=[C:24]2[C:19]([C:18]([CH2:26][CH:27]([CH3:29])[CH3:28])=[CH:17][N:16]2[C:13]2[S:14][CH:15]=[C:11]([C:9]3[NH:8][C:3]4[CH:4]=[CH:5][CH:6]=[CH:7][C:2]=4[N:1]=3)[N:12]=2)=[CH:20][CH:21]=1, predict the reactants needed to synthesize it. The reactants are: [NH2:1][C:2]1[CH:7]=[CH:6][CH:5]=[CH:4][C:3]=1[NH:8][C:9]([C:11]1[N:12]=[C:13]([N:16]2[C:24]3[C:19](=[CH:20][CH:21]=[C:22]([Cl:25])[CH:23]=3)[C:18]([CH2:26][CH:27]([CH3:29])[CH3:28])=[CH:17]2)[S:14][CH:15]=1)=O.